Dataset: Forward reaction prediction with 1.9M reactions from USPTO patents (1976-2016). Task: Predict the product of the given reaction. (1) Given the reactants C(OC(=O)[NH:7][C:8]1[CH:13]=[C:12]([Cl:14])[C:11]([C:15]([F:18])([F:17])[F:16])=[CH:10][C:9]=1[NH:19][C:20](=[O:45])[CH2:21][C:22]([C:24]1[CH:29]=[CH:28][CH:27]=[C:26]([C:30]2[CH:35]=[C:34]([CH2:36][O:37]C3CCCCO3)[N:33]=[C:32]([CH3:44])[CH:31]=2)[CH:25]=1)=O)(C)(C)C.C(O)(C(F)(F)F)=O, predict the reaction product. The product is: [Cl:14][C:12]1[C:11]([C:15]([F:16])([F:17])[F:18])=[CH:10][C:9]2[NH:19][C:20](=[O:45])[CH2:21][C:22]([C:24]3[CH:29]=[CH:28][CH:27]=[C:26]([C:30]4[CH:31]=[C:32]([CH3:44])[N:33]=[C:34]([CH2:36][OH:37])[CH:35]=4)[CH:25]=3)=[N:7][C:8]=2[CH:13]=1. (2) Given the reactants [NH2:1][CH2:2][CH2:3][C:4]1[CH:9]=[CH:8][C:7]([OH:10])=[CH:6][CH:5]=1.[C:11]1([CH:17]2[CH2:22][CH2:21][C:20](=O)[CH2:19][CH2:18]2)[CH:16]=[CH:15][CH:14]=[CH:13][CH:12]=1.[BH4-].[Na+].Cl, predict the reaction product. The product is: [C:11]1([C@H:17]2[CH2:22][CH2:21][C@H:20]([NH:1][CH2:2][CH2:3][C:4]3[CH:9]=[CH:8][C:7]([OH:10])=[CH:6][CH:5]=3)[CH2:19][CH2:18]2)[CH:16]=[CH:15][CH:14]=[CH:13][CH:12]=1. (3) Given the reactants [CH3:1][C:2]([CH3:31])([CH3:30])[CH2:3][C:4]([NH:6][C:7]1[C:8]([CH3:29])=[C:9](B(O)O)[C:10]2[O:14][CH2:13][CH:12]([C:15]3[CH:20]=[CH:19][C:18]([CH:21]([CH3:23])[CH3:22])=[CH:17][CH:16]=3)[C:11]=2[C:24]=1[CH3:25])=[O:5].Br[C:33]1[N:34]=[CH:35][NH:36][CH:37]=1, predict the reaction product. The product is: [NH:36]1[CH:37]=[C:33]([C:9]2[C:10]3[O:14][CH2:13][CH:12]([C:15]4[CH:20]=[CH:19][C:18]([CH:21]([CH3:22])[CH3:23])=[CH:17][CH:16]=4)[C:11]=3[C:24]([CH3:25])=[C:7]([NH:6][C:4](=[O:5])[CH2:3][C:2]([CH3:31])([CH3:30])[CH3:1])[C:8]=2[CH3:29])[N:34]=[CH:35]1. (4) Given the reactants CS(O[CH2:6][C@H:7]1[C@H:11]([CH2:12][O:13][CH2:14][C:15]2[CH:20]=[CH:19][CH:18]=[CH:17][CH:16]=2)[O:10][C:9]([CH3:22])([CH3:21])[O:8]1)(=O)=O.[I-:23].[Na+], predict the reaction product. The product is: [CH2:14]([O:13][CH2:12][C@H:11]1[C@@H:7]([CH2:6][I:23])[O:8][C:9]([CH3:22])([CH3:21])[O:10]1)[C:15]1[CH:20]=[CH:19][CH:18]=[CH:17][CH:16]=1. (5) The product is: [N:19]1([C:22]([C:24]2[C:32]3[CH:31]=[CH:30][C:29]([C:39]4[CH:44]=[CH:43][CH:42]=[CH:41][CH:40]=4)([C:33]4[CH:34]=[CH:35][CH:36]=[CH:37][CH:38]=4)[CH2:28][C:27]=3[NH:26][N:25]=2)=[O:23])[CH2:21][CH2:20]1. Given the reactants [F-].C([N+](CCCC)(CCCC)CCCC)CCC.[N:19]1([C:22]([C:24]2[C:32]3[CH:31]=[CH:30][C:29]([C:39]4[CH:44]=[CH:43][CH:42]=[CH:41][CH:40]=4)([C:33]4[CH:38]=[CH:37][CH:36]=[CH:35][CH:34]=4)[CH2:28][C:27]=3[N:26](COCC[Si](C)(C)C)[N:25]=2)=[O:23])[CH2:21][CH2:20]1.O, predict the reaction product. (6) Given the reactants [Cl:1][C:2]1[CH:3]=[C:4]([N+:9]([O-:11])=[O:10])[CH:5]=[CH:6][C:7]=1F.[C:12]([O:16][C:17]([N:19]1[CH2:24][CH2:23][NH:22][CH2:21][CH2:20]1)=[O:18])([CH3:15])([CH3:14])[CH3:13].CN(C)C=O.O, predict the reaction product. The product is: [C:12]([O:16][C:17]([N:19]1[CH2:24][CH2:23][N:22]([C:7]2[CH:6]=[CH:5][C:4]([N+:9]([O-:11])=[O:10])=[CH:3][C:2]=2[Cl:1])[CH2:21][CH2:20]1)=[O:18])([CH3:15])([CH3:13])[CH3:14].